From a dataset of Full USPTO retrosynthesis dataset with 1.9M reactions from patents (1976-2016). Predict the reactants needed to synthesize the given product. (1) Given the product [ClH:1].[Cl:1][C:2]1[CH:3]=[CH:4][C:5]([O:35][CH2:36][CH:37]([CH3:39])[CH3:38])=[C:6]([CH2:8][N:9]2[C:13]([CH3:14])=[CH:12][C:11]([C:15]([NH:17][C:18]3[CH:19]=[C:20]4[C:25](=[CH:26][CH:27]=3)[CH2:24][NH:23][CH2:22][CH2:21]4)=[O:16])=[N:10]2)[CH:7]=1, predict the reactants needed to synthesize it. The reactants are: [Cl:1][C:2]1[CH:3]=[CH:4][C:5]([O:35][CH2:36][CH:37]([CH3:39])[CH3:38])=[C:6]([CH2:8][N:9]2[C:13]([CH3:14])=[CH:12][C:11]([C:15]([NH:17][C:18]3[CH:19]=[C:20]4[C:25](=[CH:26][CH:27]=3)[CH2:24][N:23](C(OC(C)(C)C)=O)[CH2:22][CH2:21]4)=[O:16])=[N:10]2)[CH:7]=1.FC(F)(F)C(O)=O. (2) Given the product [Cl:1][C:2]1[CH:7]=[CH:6][C:5]([N:8]2[C:12]([CH3:13])=[CH:11][C:10]([C:14]([NH:16][CH2:17][C:29]3[CH:32]=[CH:33][CH:34]=[CH:35][C:28]=3[O:27][CH3:26])=[O:15])=[N:9]2)=[CH:4][CH:3]=1, predict the reactants needed to synthesize it. The reactants are: [Cl:1][C:2]1[CH:7]=[CH:6][C:5]([N:8]2[C:12]([CH3:13])=[CH:11][C:10]([C:14]([NH:16][CH2:17]CC3C=CC(Cl)=CC=3)=[O:15])=[N:9]2)=[CH:4][CH:3]=1.[CH3:26][O:27][C:28]1[CH:35]=[CH:34][CH:33]=[CH:32][C:29]=1CN. (3) The reactants are: Br[C:2]1[CH:3]=[C:4]([CH:7]=[CH:8][C:9]=1[O:10][CH:11]([CH3:13])[CH3:12])[CH:5]=[O:6].[CH2:14]([O:16][CH2:17][CH2:18][O:19][C:20]1[CH:25]=[C:24]([CH3:26])[C:23](B(O)O)=[C:22]([CH3:30])[CH:21]=1)[CH3:15].C1(P(C2CCCCC2)C2C=CC=CC=2C2C=CC=CC=2)CCCCC1.P([O-])([O-])([O-])=O.[K+].[K+].[K+]. Given the product [CH2:14]([O:16][CH2:17][CH2:18][O:19][C:20]1[CH:21]=[C:22]([CH3:30])[C:23]([C:2]2[C:9]([O:10][CH:11]([CH3:13])[CH3:12])=[CH:8][CH:7]=[C:4]([CH:5]=[O:6])[CH:3]=2)=[C:24]([CH3:26])[CH:25]=1)[CH3:15], predict the reactants needed to synthesize it. (4) Given the product [ClH:14].[NH2:13][CH2:12][CH:6]([C:3]1[CH:4]=[CH:5][S:1][CH:2]=1)[OH:7], predict the reactants needed to synthesize it. The reactants are: [S:1]1[CH:5]=[CH:4][C:3]([CH:6]=[O:7])=[CH:2]1.C[Si]([C:12]#[N:13])(C)C.[Cl:14]CCl.